Dataset: Merck oncology drug combination screen with 23,052 pairs across 39 cell lines. Task: Regression. Given two drug SMILES strings and cell line genomic features, predict the synergy score measuring deviation from expected non-interaction effect. (1) Drug 1: CN1C(=O)C=CC2(C)C3CCC4(C)C(NC(=O)OCC(F)(F)F)CCC4C3CCC12. Drug 2: Cc1nc(Nc2ncc(C(=O)Nc3c(C)cccc3Cl)s2)cc(N2CCN(CCO)CC2)n1. Synergy scores: synergy=114. Cell line: MSTO. (2) Drug 1: COC12C(COC(N)=O)C3=C(C(=O)C(C)=C(N)C3=O)N1CC1NC12. Drug 2: O=C(NOCC(O)CO)c1ccc(F)c(F)c1Nc1ccc(I)cc1F. Cell line: SKMEL30. Synergy scores: synergy=3.37. (3) Drug 1: O=C(CCCCCCC(=O)Nc1ccccc1)NO. Drug 2: C=CCn1c(=O)c2cnc(Nc3ccc(N4CCN(C)CC4)cc3)nc2n1-c1cccc(C(C)(C)O)n1. Cell line: OCUBM. Synergy scores: synergy=0.681. (4) Drug 1: COC1=C2CC(C)CC(OC)C(O)C(C)C=C(C)C(OC(N)=O)C(OC)C=CC=C(C)C(=O)NC(=CC1=O)C2=O. Drug 2: Cn1c(=O)n(-c2ccc(C(C)(C)C#N)cc2)c2c3cc(-c4cnc5ccccc5c4)ccc3ncc21. Cell line: COLO320DM. Synergy scores: synergy=30.7. (5) Drug 1: NC1(c2ccc(-c3nc4ccn5c(=O)[nH]nc5c4cc3-c3ccccc3)cc2)CCC1. Drug 2: CCc1c2c(nc3ccc(O)cc13)-c1cc3c(c(=O)n1C2)COC(=O)C3(O)CC. Cell line: ZR751. Synergy scores: synergy=22.1. (6) Drug 1: CCC1=CC2CN(C1)Cc1c([nH]c3ccccc13)C(C(=O)OC)(c1cc3c(cc1OC)N(C)C1C(O)(C(=O)OC)C(OC(C)=O)C4(CC)C=CCN5CCC31C54)C2. Drug 2: CC1(c2nc3c(C(N)=O)cccc3[nH]2)CCCN1. Cell line: RPMI7951. Synergy scores: synergy=-11.4. (7) Drug 1: N#Cc1ccc(Cn2cncc2CN2CCN(c3cccc(Cl)c3)C(=O)C2)cc1. Drug 2: Cn1cc(-c2cnn3c(N)c(Br)c(C4CCCNC4)nc23)cn1. Cell line: HT144. Synergy scores: synergy=-69.6. (8) Drug 1: O=S1(=O)NC2(CN1CC(F)(F)F)C1CCC2Cc2cc(C=CCN3CCC(C(F)(F)F)CC3)ccc2C1. Drug 2: O=C(O)C1(Cc2cccc(Nc3nccs3)n2)CCC(Oc2cccc(Cl)c2F)CC1. Cell line: A375. Synergy scores: synergy=8.21.